From a dataset of Catalyst prediction with 721,799 reactions and 888 catalyst types from USPTO. Predict which catalyst facilitates the given reaction. Reactant: C(Cl)(=O)C(Cl)=O.CS(C)=O.[CH3:11][C:12]1([CH2:24][CH2:25][OH:26])[C:21]2[C:16](=[CH:17][CH:18]=[C:19]([S:22][CH3:23])[CH:20]=2)[O:15][CH2:14][CH2:13]1.C(N(CC)CC)C. Product: [CH3:11][C:12]1([CH2:24][CH:25]=[O:26])[C:21]2[C:16](=[CH:17][CH:18]=[C:19]([S:22][CH3:23])[CH:20]=2)[O:15][CH2:14][CH2:13]1. The catalyst class is: 2.